The task is: Regression. Given two drug SMILES strings and cell line genomic features, predict the synergy score measuring deviation from expected non-interaction effect.. This data is from NCI-60 drug combinations with 297,098 pairs across 59 cell lines. Drug 1: CC12CCC3C(C1CCC2=O)CC(=C)C4=CC(=O)C=CC34C. Drug 2: C1CCC(C(C1)N)N.C(=O)(C(=O)[O-])[O-].[Pt+4]. Cell line: LOX IMVI. Synergy scores: CSS=20.0, Synergy_ZIP=-4.07, Synergy_Bliss=-8.43, Synergy_Loewe=-8.80, Synergy_HSA=-6.99.